From a dataset of NCI-60 drug combinations with 297,098 pairs across 59 cell lines. Regression. Given two drug SMILES strings and cell line genomic features, predict the synergy score measuring deviation from expected non-interaction effect. Drug 1: CCCS(=O)(=O)NC1=C(C(=C(C=C1)F)C(=O)C2=CNC3=C2C=C(C=N3)C4=CC=C(C=C4)Cl)F. Drug 2: C1=CC(=CC=C1C#N)C(C2=CC=C(C=C2)C#N)N3C=NC=N3. Cell line: IGROV1. Synergy scores: CSS=3.55, Synergy_ZIP=-1.62, Synergy_Bliss=1.07, Synergy_Loewe=0.964, Synergy_HSA=0.982.